This data is from Full USPTO retrosynthesis dataset with 1.9M reactions from patents (1976-2016). The task is: Predict the reactants needed to synthesize the given product. Given the product [Br:1][C:2]1[CH:7]=[CH:6][C:5]([C:8](=[N:22][O:23][CH2:24][CH3:25])[CH:9]2[CH2:10][CH2:11][N:12]([C:15]3([CH3:21])[CH2:20][CH2:19][N:18]([C:38]([C:30]4[CH:29]=[C:28]([O:27][CH3:26])[C:37]5[C:32](=[CH:33][CH:34]=[CH:35][CH:36]=5)[N:31]=4)=[O:39])[CH2:17][CH2:16]3)[CH2:13][CH2:14]2)=[CH:4][CH:3]=1, predict the reactants needed to synthesize it. The reactants are: [Br:1][C:2]1[CH:7]=[CH:6][C:5]([C:8](=[N:22][O:23][CH2:24][CH3:25])[CH:9]2[CH2:14][CH2:13][N:12]([C:15]3([CH3:21])[CH2:20][CH2:19][NH:18][CH2:17][CH2:16]3)[CH2:11][CH2:10]2)=[CH:4][CH:3]=1.[CH3:26][O:27][C:28]1[C:37]2[C:32](=[CH:33][CH:34]=[CH:35][CH:36]=2)[N:31]=[C:30]([C:38](O)=[O:39])[CH:29]=1.CCN(CC)CC.CN(C(ON1N=NC2C=CC=NC1=2)=[N+](C)C)C.F[P-](F)(F)(F)(F)F.